From a dataset of Forward reaction prediction with 1.9M reactions from USPTO patents (1976-2016). Predict the product of the given reaction. (1) Given the reactants [CH3:1][O:2][C:3](=[O:31])[CH2:4][CH2:5][NH:6][C:7]([C:9]1[S:10][C:11]([CH:14]([O:21][C:22]2[CH:27]=[C:26]([CH3:28])[C:25](I)=[C:24]([CH3:30])[CH:23]=2)[CH2:15][CH2:16][C:17]([F:20])([F:19])[F:18])=[CH:12][CH:13]=1)=[O:8].[CH2:32]([C:34]1[CH:39]=[CH:38][C:37](B(O)O)=[CH:36][CH:35]=1)[CH3:33], predict the reaction product. The product is: [CH3:1][O:2][C:3](=[O:31])[CH2:4][CH2:5][NH:6][C:7]([C:9]1[S:10][C:11]([CH:14]([O:21][C:22]2[CH:27]=[C:26]([CH3:28])[C:25]([C:37]3[CH:38]=[CH:39][C:34]([CH2:32][CH3:33])=[CH:35][CH:36]=3)=[C:24]([CH3:30])[CH:23]=2)[CH2:15][CH2:16][C:17]([F:20])([F:19])[F:18])=[CH:12][CH:13]=1)=[O:8]. (2) Given the reactants C(=O)(O)[O-:2].[Na+].CC(C)=O.[Si]([O:17][C:18]1[CH2:19][CH:20]([C:26]2[CH:31]=[CH:30][N:29]=[CH:28][C:27]=2[N+:32]([O-:34])=[O:33])[O:21][C:22]([CH3:25])([CH3:24])[CH:23]=1)(C(C)(C)C)(C)C.OOS([O-])=O.[K+].Cl.[OH-].[Na+], predict the reaction product. The product is: [OH:2][CH:23]1[C:18](=[O:17])[CH2:19][CH:20]([C:26]2[CH:31]=[CH:30][N:29]=[CH:28][C:27]=2[N+:32]([O-:34])=[O:33])[O:21][C:22]1([CH3:24])[CH3:25]. (3) Given the reactants Cl[C:2]1[N:10]=[CH:9][N:8]=[C:7]2[C:3]=1[N:4]=[CH:5][N:6]2[CH:11]1[CH2:16][CH2:15][CH2:14][CH2:13][O:12]1.O.[F:18][C:19]1[C:24](B(O)O)=[CH:23][CH:22]=[CH:21][N:20]=1.O.C(=O)([O-])[O-].[Na+].[Na+], predict the reaction product. The product is: [F:18][C:19]1[C:24]([C:2]2[N:10]=[CH:9][N:8]=[C:7]3[C:3]=2[N:4]=[CH:5][N:6]3[CH:11]2[CH2:16][CH2:15][CH2:14][CH2:13][O:12]2)=[CH:23][CH:22]=[CH:21][N:20]=1. (4) Given the reactants N[C:2]1[CH:18]=[CH:17][C:5]2[CH2:6][CH2:7][N:8]([C:11](=[O:16])[C:12]([F:15])([F:14])[F:13])[CH2:9][CH2:10][C:4]=2[CH:3]=1.N([O-])=O.[Na+].C(C1C=CC2CCN(C(=O)C(F)(F)F)CCC=2C=1)(=O)C.[BrH:43], predict the reaction product. The product is: [Br:43][C:2]1[CH:18]=[CH:17][C:5]2[CH2:6][CH2:7][N:8]([C:11](=[O:16])[C:12]([F:15])([F:14])[F:13])[CH2:9][CH2:10][C:4]=2[CH:3]=1. (5) Given the reactants [NH2:1][C:2]1[CH:7]=[CH:6][N:5]=[CH:4][CH:3]=1.[C:8](Cl)(=[O:13])[C:9]([CH3:12])([CH3:11])[CH3:10].C(N(CC)CC)C, predict the reaction product. The product is: [CH3:10][C:9]([CH3:12])([CH3:11])[C:8]([NH:1][C:2]1[CH:7]=[CH:6][N:5]=[CH:4][CH:3]=1)=[O:13]. (6) The product is: [Cl:1][C:2]1[CH:10]=[C:9]([C:18]#[C:17][CH2:16][CH:15]([O:14][CH3:13])[CH3:19])[C:5]2[O:6][CH2:7][O:8][C:4]=2[C:3]=1[NH2:12]. Given the reactants [Cl:1][C:2]1[CH:10]=[C:9](I)[C:5]2[O:6][CH2:7][O:8][C:4]=2[C:3]=1[NH2:12].[CH3:13][O:14][CH:15]([CH3:19])[CH2:16][C:17]#[CH:18].C(NC(C)C)(C)C, predict the reaction product. (7) Given the reactants [Cl:1][C:2]1[CH:7]=[CH:6][C:5]([C:8]2[C:13]([CH3:14])=[N:12][NH:11][C:10](=O)[C:9]=2[C:16]2[C:21]([F:22])=[CH:20][C:19]([Cl:23])=[CH:18][N:17]=2)=[CH:4][CH:3]=1.P(Cl)(Cl)([Cl:26])=O, predict the reaction product. The product is: [Cl:26][C:10]1[N:11]=[N:12][C:13]([CH3:14])=[C:8]([C:5]2[CH:6]=[CH:7][C:2]([Cl:1])=[CH:3][CH:4]=2)[C:9]=1[C:16]1[C:21]([F:22])=[CH:20][C:19]([Cl:23])=[CH:18][N:17]=1. (8) Given the reactants [Cl:1][C:2]1[N:3]=[C:4]([O:23][CH3:24])[CH:5]=[C:6]2[CH:10]=[CH:9][N:8]([C@@H:11]([C:17]3[CH:22]=[CH:21][CH:20]=[CH:19][CH:18]=3)[C@H:12]([OH:16])[CH2:13][NH:14][CH3:15])[C:7]=12.[H][H], predict the reaction product. The product is: [ClH:1].[CH3:24][O:23][C:4]1[CH:5]=[C:6]2[CH:10]=[CH:9][N:8]([C@@H:11]([C:17]3[CH:22]=[CH:21][CH:20]=[CH:19][CH:18]=3)[C@H:12]([OH:16])[CH2:13][NH:14][CH3:15])[C:7]2=[CH:2][N:3]=1.